Dataset: Peptide-MHC class I binding affinity with 185,985 pairs from IEDB/IMGT. Task: Regression. Given a peptide amino acid sequence and an MHC pseudo amino acid sequence, predict their binding affinity value. This is MHC class I binding data. (1) The peptide sequence is CSHHFHEL. The MHC is H-2-Db with pseudo-sequence H-2-Db. The binding affinity (normalized) is 0.0174. (2) The peptide sequence is SEAAYAKKI. The MHC is HLA-B44:02 with pseudo-sequence HLA-B44:02. The binding affinity (normalized) is 0.763. (3) The binding affinity (normalized) is 0.0847. The MHC is HLA-A02:19 with pseudo-sequence HLA-A02:19. The peptide sequence is VNRWLFRHL. (4) The peptide sequence is HTQAIEGAW. The MHC is HLA-A69:01 with pseudo-sequence HLA-A69:01. The binding affinity (normalized) is 0.0847. (5) The peptide sequence is KVFGYDIDR. The MHC is HLA-B08:01 with pseudo-sequence HLA-B08:01. The binding affinity (normalized) is 0.0847.